Dataset: Full USPTO retrosynthesis dataset with 1.9M reactions from patents (1976-2016). Task: Predict the reactants needed to synthesize the given product. The reactants are: [OH-].[Li+].[CH3:3][N:4]([CH3:28])[C:5]([CH2:7][C:8]1[N:12]2[CH:13]=[C:14]([C:17]([O:19]C)=[O:18])[CH:15]=[CH:16][C:11]2=[N:10][C:9]=1[C:21]1[CH:26]=[CH:25][C:24]([CH3:27])=[CH:23][CH:22]=1)=[O:6]. Given the product [CH3:28][N:4]([CH3:3])[C:5]([CH2:7][C:8]1[N:12]2[CH:13]=[C:14]([C:17]([OH:19])=[O:18])[CH:15]=[CH:16][C:11]2=[N:10][C:9]=1[C:21]1[CH:22]=[CH:23][C:24]([CH3:27])=[CH:25][CH:26]=1)=[O:6], predict the reactants needed to synthesize it.